Dataset: Forward reaction prediction with 1.9M reactions from USPTO patents (1976-2016). Task: Predict the product of the given reaction. (1) Given the reactants [Cl:1][C:2]1[N:7]=[C:6](Cl)[CH:5]=[C:4]([CH2:9][CH3:10])[N:3]=1.[NH2:11][C:12]1[CH:17]=[CH:16][C:15]([CH3:18])=[CH:14][CH:13]=1.CC1(C)C2C(=C(P(C3C=CC=CC=3)C3C=CC=CC=3)C=CC=2)OC2C(P(C3C=CC=CC=3)C3C=CC=CC=3)=CC=CC1=2.C(=O)([O-])[O-].[Cs+].[Cs+], predict the reaction product. The product is: [Cl:1][C:2]1[N:7]=[C:6]([NH:11][C:12]2[CH:17]=[CH:16][C:15]([CH3:18])=[CH:14][CH:13]=2)[CH:5]=[C:4]([CH2:9][CH3:10])[N:3]=1. (2) Given the reactants [CH3:1][N:2]1[C:6]([C:7]2[N:8]=[C:9]([O:16][C@H:17]3[CH2:21][N:20]([C:22]([O:24][C:25]([CH3:28])([CH3:27])[CH3:26])=[O:23])[C@H:19]([C:29]([O:31]C)=[O:30])[CH2:18]3)[C:10]3[S:15][CH:14]=[CH:13][C:11]=3[N:12]=2)=[CH:5][C:4]([CH3:33])=[N:3]1.O1CCCC1.[OH-].[Li+], predict the reaction product. The product is: [C:25]([O:24][C:22]([N:20]1[CH2:21][C@H:17]([O:16][C:9]2[C:10]3[S:15][CH:14]=[CH:13][C:11]=3[N:12]=[C:7]([C:6]3[N:2]([CH3:1])[N:3]=[C:4]([CH3:33])[CH:5]=3)[N:8]=2)[CH2:18][C@H:19]1[C:29]([OH:31])=[O:30])=[O:23])([CH3:28])([CH3:26])[CH3:27]. (3) The product is: [Cl:1][C:2]1[CH:7]=[CH:6][C:5]([S:8]([C:11]2[CH:12]=[CH:13][CH:14]=[CH:15][CH:16]=2)(=[O:9])=[O:10])=[CH:4][C:3]=1[S:17]([NH:20][CH:21]1[CH2:26][CH2:25][N:24]([C:36](=[O:37])[C:35]([F:46])([F:45])[F:34])[CH2:23][CH2:22]1)(=[O:18])=[O:19]. Given the reactants [Cl:1][C:2]1[CH:7]=[CH:6][C:5]([S:8]([C:11]2[CH:16]=[CH:15][CH:14]=[CH:13][CH:12]=2)(=[O:10])=[O:9])=[CH:4][C:3]=1[S:17]([NH:20][CH:21]1[CH2:26][CH2:25][NH:24][CH2:23][CH2:22]1)(=[O:19])=[O:18].C(N(CC)CC)C.[F:34][C:35]([F:46])([F:45])[C:36](O[C:36](=[O:37])[C:35]([F:46])([F:45])[F:34])=[O:37], predict the reaction product. (4) Given the reactants S([O-])(=O)(=O)C.[NH:6]1[CH:10]=[CH:9][N:8]=[CH:7]1.[Li+].C[Si]([N-][Si](C)(C)C)(C)C, predict the reaction product. The product is: [CH3:7][NH:6][CH2:10][CH2:9][N:6]1[CH:10]=[CH:9][N:8]=[CH:7]1. (5) The product is: [CH3:52][S:49]([C:45]1[CH:44]=[C:43]([CH:48]=[CH:47][CH:46]=1)[CH2:42][NH:41][C:39]1[C:38]([C:53]([F:56])([F:55])[F:54])=[CH:37][N:36]=[C:35]([NH:80][C:81]2[CH:82]=[CH:83][C:84]([CH2:85][P:86](=[O:93])([O:87][CH2:88][CH3:89])[O:90][CH2:91][CH3:92])=[CH:94][CH:95]=2)[N:40]=1)(=[O:51])=[O:50]. Given the reactants ClC1N=C(Cl)C(C(F)(F)F)=CN=1.CS(C1C=C(CN)C=CC=1)(=O)=O.C(N(C(C)C)CC)(C)C.Cl[C:35]1[N:40]=[C:39]([NH:41][CH2:42][C:43]2[CH:48]=[CH:47][CH:46]=[C:45]([S:49]([CH3:52])(=[O:51])=[O:50])[CH:44]=2)[C:38]([C:53]([F:56])([F:55])[F:54])=[CH:37][N:36]=1.ClC1C(C(F)(F)F)=CN=C(NCC2C=CC=C(S(C)(=O)=O)C=2)N=1.[NH2:80][C:81]1[CH:95]=[CH:94][C:84]([CH2:85][P:86](=[O:93])([O:90][CH2:91][CH3:92])[O:87][CH2:88][CH3:89])=[CH:83][CH:82]=1.C(O)(C(F)(F)F)=O, predict the reaction product. (6) Given the reactants [N:1]1([C:6]2[CH:15]=[CH:14][C:9]([C:10]([O:12]C)=[O:11])=[CH:8][N:7]=2)[CH:5]=[N:4][N:3]=[N:2]1.[OH-].[Li+], predict the reaction product. The product is: [N:1]1([C:6]2[CH:15]=[CH:14][C:9]([C:10]([OH:12])=[O:11])=[CH:8][N:7]=2)[CH:5]=[N:4][N:3]=[N:2]1. (7) Given the reactants [CH3:1][O:2][C:3]1[CH:12]=[C:11]2[C:6]([C:7]([CH3:15])=[C:8]([C:13]#[N:14])[CH:9]=[N:10]2)=[CH:5][CH:4]=1.[C:16]([O:20][C:21]([NH:23][C@H:24]([CH2:37][CH3:38])[CH2:25][O:26][C:27]1[CH:28]=[N:29][CH:30]=[C:31]([CH:36]=1)[C:32](OC)=O)=[O:22])([CH3:19])([CH3:18])[CH3:17].[Li+].C[Si]([N-:44][Si](C)(C)C)(C)C, predict the reaction product. The product is: [NH2:14][C:13]1[N:44]=[C:32]([C:31]2[CH:36]=[C:27]([O:26][CH2:25][C@H:24]([NH:23][C:21](=[O:22])[O:20][C:16]([CH3:19])([CH3:18])[CH3:17])[CH2:37][CH3:38])[CH:28]=[N:29][CH:30]=2)[CH:15]=[C:7]2[C:8]=1[CH:9]=[N:10][C:11]1[CH:12]=[C:3]([O:2][CH3:1])[CH:4]=[CH:5][C:6]2=1. (8) Given the reactants [CH3:1][O:2][C:3](=[O:11])[C:4]1[CH:9]=[CH:8][CH:7]=[C:6]([SH:10])[CH:5]=1.[F:12][C:13]([F:17])([F:16])[CH2:14]I, predict the reaction product. The product is: [CH3:1][O:2][C:3](=[O:11])[C:4]1[CH:9]=[CH:8][CH:7]=[C:6]([S:10][CH2:14][C:13]([F:17])([F:16])[F:12])[CH:5]=1. (9) Given the reactants [CH2:1]([O:3][C:4](=[O:17])[C:5]([C:15]#[N:16])([CH2:7][O:8][C:9](=[O:14])[C:10]([CH3:13])([CH3:12])[CH3:11])[CH3:6])[CH3:2].C(O)C.[ClH:21].[H][H], predict the reaction product. The product is: [ClH:21].[CH2:1]([O:3][C:4](=[O:17])[C:5]([CH2:7][O:8][C:9](=[O:14])[C:10]([CH3:13])([CH3:12])[CH3:11])([CH3:6])[CH2:15][NH2:16])[CH3:2]. (10) Given the reactants [C:1]([O:5][C:6](=[O:16])[NH:7][C:8]1[C:9]([CH:14]=[O:15])=[N:10][CH:11]=[CH:12][CH:13]=1)([CH3:4])([CH3:3])[CH3:2].[BH4-].[Na+].C([O-])(O)=O.[Na+], predict the reaction product. The product is: [C:1]([O:5][C:6](=[O:16])[NH:7][C:8]1[C:9]([CH2:14][OH:15])=[N:10][CH:11]=[CH:12][CH:13]=1)([CH3:4])([CH3:2])[CH3:3].